This data is from Catalyst prediction with 721,799 reactions and 888 catalyst types from USPTO. The task is: Predict which catalyst facilitates the given reaction. Reactant: [OH:1][CH2:2][C@@H:3]([NH:26][CH2:27][C@H:28]([OH:37])[CH2:29][O:30][C:31]1[CH:36]=[CH:35][CH:34]=[CH:33][CH:32]=1)[CH2:4][C:5]1[CH:10]=[CH:9][C:8]([NH:11][C:12]([NH:14][C:15]2[CH:16]=[C:17]([CH:23]=[CH:24][CH:25]=2)[C:18]([O:20]CC)=[O:19])=[O:13])=[CH:7][CH:6]=1.[OH-].[Na+:39]. Product: [OH:1][CH2:2][C@@H:3]([NH:26][CH2:27][C@H:28]([OH:37])[CH2:29][O:30][C:31]1[CH:32]=[CH:33][CH:34]=[CH:35][CH:36]=1)[CH2:4][C:5]1[CH:10]=[CH:9][C:8]([NH:11][C:12]([NH:14][C:15]2[CH:16]=[C:17]([CH:23]=[CH:24][CH:25]=2)[C:18]([O-:20])=[O:19])=[O:13])=[CH:7][CH:6]=1.[Na+:39]. The catalyst class is: 8.